From a dataset of Forward reaction prediction with 1.9M reactions from USPTO patents (1976-2016). Predict the product of the given reaction. (1) Given the reactants [NH2:1][NH:2][C:3](=[NH:14])[C:4]1[C:9]([C:10]([F:13])([F:12])[F:11])=[CH:8][CH:7]=[N:6][CH:5]=1.[CH2:15]([O:17][C:18]1[C:19]([OH:26])=[C:20]([CH:23]=[CH:24][CH:25]=1)[CH:21]=O)[CH3:16], predict the reaction product. The product is: [CH2:15]([O:17][C:18]1[C:19]([OH:26])=[C:20]([C:21]2[NH:1][N:2]=[C:3]([C:4]3[CH:5]=[N:6][CH:7]=[CH:8][C:9]=3[C:10]([F:11])([F:12])[F:13])[N:14]=2)[CH:23]=[CH:24][CH:25]=1)[CH3:16]. (2) Given the reactants [F:1][CH:2]([F:14])[O:3][C:4]1[CH:13]=[CH:12][C:7]2[N:8]=[C:9]([NH2:11])[S:10][C:6]=2[CH:5]=1.[C:15](N1C=CN=C1)([N:17]1[CH:21]=[CH:20][N:19]=[CH:18]1)=[S:16], predict the reaction product. The product is: [F:14][CH:2]([F:1])[O:3][C:4]1[CH:13]=[CH:12][C:7]2[N:8]=[C:9]([NH:11][C:15]([N:17]3[CH:21]=[CH:20][N:19]=[CH:18]3)=[S:16])[S:10][C:6]=2[CH:5]=1. (3) The product is: [NH2:25][C:26]1[CH:33]=[CH:32][CH:31]=[CH:30][C:27]=1[CH2:28][NH:29][C:2]1[C:11]2[C:6](=[CH:7][C:8]([NH:15][CH2:16][CH3:17])=[C:9]([N+:12]([O-:14])=[O:13])[CH:10]=2)[N:5]=[CH:4][N:3]=1. Given the reactants Cl[C:2]1[C:11]2[C:6](=[CH:7][C:8]([NH:15][CH2:16][CH3:17])=[C:9]([N+:12]([O-:14])=[O:13])[CH:10]=2)[N:5]=[CH:4][N:3]=1.C(N(CC)CC)C.[NH2:25][C:26]1[CH:33]=[CH:32][CH:31]=[CH:30][C:27]=1[CH2:28][NH2:29], predict the reaction product. (4) Given the reactants [F:1][C:2]1[CH:7]=[CH:6][C:5]([C:8]2[N:9]([C:18]3[CH:23]=[CH:22][C:21]([S:24]([CH3:27])(=[O:26])=[O:25])=[CH:20][CH:19]=3)[CH2:10][C:11](O)([C:13]([F:16])([F:15])[F:14])[N:12]=2)=[CH:4][CH:3]=1.O.C1(C)C=CC(S(O)(=O)=O)=CC=1, predict the reaction product. The product is: [F:1][C:2]1[CH:7]=[CH:6][C:5]([C:8]2[N:9]([C:18]3[CH:23]=[CH:22][C:21]([S:24]([CH3:27])(=[O:25])=[O:26])=[CH:20][CH:19]=3)[CH:10]=[C:11]([C:13]([F:16])([F:14])[F:15])[N:12]=2)=[CH:4][CH:3]=1. (5) Given the reactants [Cl:1][C:2]1[CH:3]=[C:4]([C:8]2[C:12]([CH2:13][O:14][C:15]3[CH:23]=[CH:22][C:18]([C:19]([OH:21])=O)=[CH:17][N:16]=3)=[C:11]([CH3:24])[O:10][N:9]=2)[CH:5]=[CH:6][CH:7]=1.[CH:25]1([CH2:28][NH2:29])[CH2:27][CH2:26]1, predict the reaction product. The product is: [Cl:1][C:2]1[CH:3]=[C:4]([C:8]2[C:12]([CH2:13][O:14][C:15]3[CH:23]=[CH:22][C:18]([C:19]([NH:29][CH2:28][CH:25]4[CH2:27][CH2:26]4)=[O:21])=[CH:17][N:16]=3)=[C:11]([CH3:24])[O:10][N:9]=2)[CH:5]=[CH:6][CH:7]=1. (6) Given the reactants [OH:1][CH:2]([C:13]1[S:14][C:15]([C:18]2[CH:23]=[C:22]([NH:24][C:25]3[N:30]=[C:29]([C:31]([F:34])([F:33])[F:32])[CH:28]=[CH:27][N:26]=3)[CH:21]=[C:20]([CH3:35])[CH:19]=2)=[CH:16][N:17]=1)[CH:3]1[CH2:8][CH2:7][CH:6]([C:9]([O:11]C)=[O:10])[CH2:5][CH2:4]1.[OH-].[Na+].C1COCC1.Cl, predict the reaction product. The product is: [OH:1][CH:2]([C:13]1[S:14][C:15]([C:18]2[CH:23]=[C:22]([NH:24][C:25]3[N:30]=[C:29]([C:31]([F:33])([F:34])[F:32])[CH:28]=[CH:27][N:26]=3)[CH:21]=[C:20]([CH3:35])[CH:19]=2)=[CH:16][N:17]=1)[CH:3]1[CH2:8][CH2:7][CH:6]([C:9]([OH:11])=[O:10])[CH2:5][CH2:4]1. (7) The product is: [Cl:6][C:7]1[CH:8]=[C:9]([NH:25][C:26](=[O:30])[C:27]([OH:29])=[O:28])[CH:10]=[C:11]([Cl:24])[C:12]=1[O:13][C:14]1[CH:19]=[C:18]([CH:20]([CH3:22])[CH3:21])[C:17](=[O:3])[NH:16][N:15]=1. Given the reactants C([O-])(=[O:3])C.[Na+].[Cl:6][C:7]1[CH:8]=[C:9]([NH:25][C:26](=[O:30])[C:27]([OH:29])=[O:28])[CH:10]=[C:11]([Cl:24])[C:12]=1[O:13][C:14]1[N:15]=[N:16][C:17](Cl)=[C:18]([CH:20]([CH3:22])[CH3:21])[CH:19]=1, predict the reaction product. (8) Given the reactants C(N(CC)CC)C.[CH3:8][O:9][C:10](=[O:33])[CH2:11][C@H:12]1[C:16]2[CH:17]=[CH:18][C:19]([O:21][C@H:22]3[C:30]4[C:25](=[C:26]([OH:32])[CH:27]=[CH:28][C:29]=4[F:31])[CH2:24][CH2:23]3)=[CH:20][C:15]=2[O:14][CH2:13]1.[CH2:34]([O:41][C:42]1[CH:47]=[CH:46][C:45](B(O)O)=[CH:44][CH:43]=1)[C:35]1[CH:40]=[CH:39][CH:38]=[CH:37][CH:36]=1, predict the reaction product. The product is: [CH3:8][O:9][C:10](=[O:33])[CH2:11][C@H:12]1[C:16]2[CH:17]=[CH:18][C:19]([O:21][C@H:22]3[C:30]4[C:25](=[C:26]([O:32][C:45]5[CH:46]=[CH:47][C:42]([O:41][CH2:34][C:35]6[CH:40]=[CH:39][CH:38]=[CH:37][CH:36]=6)=[CH:43][CH:44]=5)[CH:27]=[CH:28][C:29]=4[F:31])[CH2:24][CH2:23]3)=[CH:20][C:15]=2[O:14][CH2:13]1. (9) Given the reactants [Br:1][C:2]1[CH:10]=[CH:9][CH:8]=[C:7]([N+:11]([O-])=O)[C:3]=1[C:4]([OH:6])=[O:5].[Cl-].[NH4+].BrC1C=CC=C([N+]([O-])=O)C=1C, predict the reaction product. The product is: [NH2:11][C:7]1[CH:8]=[CH:9][CH:10]=[C:2]([Br:1])[C:3]=1[C:4]([OH:6])=[O:5]. (10) Given the reactants [C:1]([O:4][C:5]12[CH2:9][C:7]([NH2:10])([CH2:8]1)[CH2:6]2)(=[O:3])[CH3:2].[C:11](=O)([O-])[O-].[K+].[K+].CI, predict the reaction product. The product is: [C:1]([O:4][C:5]12[CH2:9][C:7]([NH:10][CH3:11])([CH2:8]1)[CH2:6]2)(=[O:3])[CH3:2].